Dataset: NCI-60 drug combinations with 297,098 pairs across 59 cell lines. Task: Regression. Given two drug SMILES strings and cell line genomic features, predict the synergy score measuring deviation from expected non-interaction effect. (1) Cell line: DU-145. Synergy scores: CSS=2.11, Synergy_ZIP=2.60, Synergy_Bliss=6.11, Synergy_Loewe=6.29, Synergy_HSA=5.41. Drug 1: CC1C(C(=O)NC(C(=O)N2CCCC2C(=O)N(CC(=O)N(C(C(=O)O1)C(C)C)C)C)C(C)C)NC(=O)C3=C4C(=C(C=C3)C)OC5=C(C(=O)C(=C(C5=N4)C(=O)NC6C(OC(=O)C(N(C(=O)CN(C(=O)C7CCCN7C(=O)C(NC6=O)C(C)C)C)C)C(C)C)C)N)C. Drug 2: C1=CC=C(C(=C1)C(C2=CC=C(C=C2)Cl)C(Cl)Cl)Cl. (2) Synergy scores: CSS=2.24, Synergy_ZIP=0.511, Synergy_Bliss=0.534, Synergy_Loewe=0.518, Synergy_HSA=-0.793. Drug 2: CC(C)CN1C=NC2=C1C3=CC=CC=C3N=C2N. Drug 1: C1CC(=O)NC(=O)C1N2CC3=C(C2=O)C=CC=C3N. Cell line: K-562. (3) Drug 1: C(CC(=O)O)C(=O)CN.Cl. Drug 2: CC(C)NC(=O)C1=CC=C(C=C1)CNNC.Cl. Cell line: A549. Synergy scores: CSS=0.401, Synergy_ZIP=1.35, Synergy_Bliss=-0.187, Synergy_Loewe=0.627, Synergy_HSA=-3.10.